Regression. Given a peptide amino acid sequence and an MHC pseudo amino acid sequence, predict their binding affinity value. This is MHC class I binding data. From a dataset of Peptide-MHC class I binding affinity with 185,985 pairs from IEDB/IMGT. (1) The peptide sequence is ALFYKDGKL. The binding affinity (normalized) is 1.00. The MHC is BoLA-HD6 with pseudo-sequence BoLA-HD6. (2) The peptide sequence is QGYWHLTPE. The MHC is Mamu-B52 with pseudo-sequence Mamu-B52. The binding affinity (normalized) is 0.938. (3) The peptide sequence is NVDLTTMPTY. The MHC is HLA-A11:01 with pseudo-sequence HLA-A11:01. The binding affinity (normalized) is 0.285.